From a dataset of Peptide-MHC class II binding affinity with 134,281 pairs from IEDB. Regression. Given a peptide amino acid sequence and an MHC pseudo amino acid sequence, predict their binding affinity value. This is MHC class II binding data. (1) The binding affinity (normalized) is 0.189. The peptide sequence is IKYTRPGDSLAEVEL. The MHC is DRB3_0101 with pseudo-sequence DRB3_0101. (2) The MHC is DRB4_0101 with pseudo-sequence DRB4_0103. The peptide sequence is FRPSQQNPQAQGSVQPQQLP. The binding affinity (normalized) is 0.178.